The task is: Predict which catalyst facilitates the given reaction.. This data is from Catalyst prediction with 721,799 reactions and 888 catalyst types from USPTO. (1) Reactant: [CH2:1]([C:3]1[C:12]2[C:11]([OH:13])=[CH:10][CH:9]=[C:8]([F:14])[C:7]=2[N:6]=[C:5]([CH3:15])[C:4]=1[CH2:16][C:17]1[CH:22]=[CH:21][C:20]([S:23]([CH3:26])(=[O:25])=[O:24])=[CH:19][CH:18]=1)[CH3:2].C(=O)([O-])[O-].[K+].[K+].[CH3:33][O:34][C:35](=[O:38])[CH2:36]Br. Product: [CH3:33][O:34][C:35](=[O:38])[CH2:36][O:13][C:11]1[CH:10]=[CH:9][C:8]([F:14])=[C:7]2[C:12]=1[C:3]([CH2:1][CH3:2])=[C:4]([CH2:16][C:17]1[CH:18]=[CH:19][C:20]([S:23]([CH3:26])(=[O:25])=[O:24])=[CH:21][CH:22]=1)[C:5]([CH3:15])=[N:6]2. The catalyst class is: 35. (2) Reactant: Cl.[NH2:2][CH2:3][C:4]1[CH:5]=[C:6]2[C:10](=[CH:11][CH:12]=1)[C:9](=[O:13])[N:8]([CH:14]1[CH2:19][CH2:18][C:17](=[O:20])[NH:16][C:15]1=[O:21])[CH2:7]2.[Cl:22][C:23]1[CH:24]=[C:25]([CH:29]=[CH:30][C:31]=1[Cl:32])[C:26](Cl)=[O:27].[CH2:33](N(CC)CC)C. Product: [Cl:22][C:23]1[CH:24]=[C:25]([CH:29]=[CH:30][C:31]=1[Cl:32])[C:26]([NH:2][CH2:3][C:4]1[CH:5]=[C:6]2[C:10](=[CH:11][CH:12]=1)[C:9](=[O:13])[N:8]([C:14]1([CH3:33])[CH2:19][CH2:18][C:17](=[O:20])[NH:16][C:15]1=[O:21])[CH2:7]2)=[O:27]. The catalyst class is: 35. (3) Reactant: C[O:2][C:3]([C:5]1[CH:10]=[CH:9][C:8]([C:11]2[CH:16]=[CH:15][CH:14]=[CH:13][CH:12]=2)=[CH:7][C:6]=1[F:17])=[O:4].[OH-].[Na+].Cl. Product: [F:17][C:6]1[CH:7]=[C:8]([C:11]2[CH:12]=[CH:13][CH:14]=[CH:15][CH:16]=2)[CH:9]=[CH:10][C:5]=1[C:3]([OH:4])=[O:2]. The catalyst class is: 7. (4) Reactant: [NH2:1][CH2:2][C:3]1[CH:4]=[C:5]([S:9]([NH:12][CH2:13][CH2:14][NH:15][C:16](=[O:22])[O:17][C:18]([CH3:21])([CH3:20])[CH3:19])(=[O:11])=[O:10])[CH:6]=[CH:7][CH:8]=1.[C:23]1([C:29]2[N:34]=[CH:33][C:32]([C:35](O)=[O:36])=[CH:31][N:30]=2)[CH:28]=[CH:27][CH:26]=[CH:25][CH:24]=1.C1C=CC2N(O)N=NC=2C=1.CN1CCOCC1.Cl.CN(CCCN=C=NCC)C. The catalyst class is: 42. Product: [C:23]1([C:29]2[N:34]=[CH:33][C:32]([C:35]([NH:1][CH2:2][C:3]3[CH:4]=[C:5]([S:9]([NH:12][CH2:13][CH2:14][NH:15][C:16](=[O:22])[O:17][C:18]([CH3:19])([CH3:21])[CH3:20])(=[O:10])=[O:11])[CH:6]=[CH:7][CH:8]=3)=[O:36])=[CH:31][N:30]=2)[CH:24]=[CH:25][CH:26]=[CH:27][CH:28]=1. (5) Reactant: CC1C=CC(S(O)(=O)=O)=CC=1.[C:12]([O:20][C:21]1[CH:22]=[C:23]2[C:27](=[CH:28][CH:29]=1)[CH:26](O)[CH2:25][CH2:24]2)(=[O:19])[C:13]1[CH:18]=[CH:17][CH:16]=[CH:15][CH:14]=1.[O-]S([O-])(=O)=O.[Mg+2]. Product: [C:12]([O:20][C:21]1[CH:22]=[C:23]2[C:27]([CH:26]=[CH:25][CH2:24]2)=[CH:28][CH:29]=1)(=[O:19])[C:13]1[CH:14]=[CH:15][CH:16]=[CH:17][CH:18]=1. The catalyst class is: 11. (6) Reactant: [H-].[Al+3].[Li+].[H-].[H-].[H-].[Br:7][C:8]1[CH:13]=[CH:12][C:11]([CH2:14][CH2:15][S:16]([NH:19][C:20]2[CH:28]=[CH:27][C:23]([C:24](O)=[O:25])=[CH:22][C:21]=2[S:29](=[O:32])(=[O:31])[NH2:30])(=[O:18])=[O:17])=[CH:10][CH:9]=1. Product: [Br:7][C:8]1[CH:13]=[CH:12][C:11]([CH2:14][CH2:15][S:16]([NH:19][C:20]2[CH:28]=[CH:27][C:23]([CH2:24][OH:25])=[CH:22][C:21]=2[S:29]([NH2:30])(=[O:32])=[O:31])(=[O:17])=[O:18])=[CH:10][CH:9]=1. The catalyst class is: 7. (7) Reactant: [F:1][C:2]1[C:7]([F:8])=[CH:6][CH:5]=[CH:4][C:3]=1[C:9]1([O:14][CH3:15])[CH2:13][CH2:12][NH:11][CH2:10]1.C(N(CC)CC)C.I[CH2:24][CH2:25][CH3:26]. Product: [F:1][C:2]1[C:7]([F:8])=[CH:6][CH:5]=[CH:4][C:3]=1[C:9]1([O:14][CH3:15])[CH2:13][CH2:12][N:11]([CH2:24][CH2:25][CH3:26])[CH2:10]1. The catalyst class is: 7. (8) Reactant: [CH2:1]([O:8][C:9]1[CH:14]=CC(NC2C3C(=CC=C(Br)C=3)N=CN=2)=CC=1)[C:2]1[CH:7]=C[CH:5]=[CH:4][CH:3]=1.CN1C([Sn](CCCC)(CCCC)CCCC)=CN=N1.[O:46]1CCOCC1. Product: [C:9]([O:8][CH2:1][CH3:2])(=[O:46])[CH3:14].[CH3:5][CH2:4][CH2:3][CH:2]([CH3:7])[CH3:1]. The catalyst class is: 235. (9) Reactant: [C:1]([O:5][C:6]([N:8]1[CH2:13][CH2:12][O:11][CH2:10][CH:9]1[C:14]1[N:15]([CH3:34])[C:16](=[O:33])[C:17]([O:24]C(=O)C2C=CC=CC=2)=[C:18]([C:20]([O:22]C)=O)[N:19]=1)=[O:7])([CH3:4])([CH3:3])[CH3:2].[F:35][C:36]1[CH:43]=[CH:42][C:39]([CH2:40][NH2:41])=[CH:38][CH:37]=1. Product: [C:1]([O:5][C:6]([N:8]1[CH2:13][CH2:12][O:11][CH2:10][CH:9]1[C:14]1[N:15]([CH3:34])[C:16](=[O:33])[C:17]([OH:24])=[C:18]([C:20]([NH:41][CH2:40][C:39]2[CH:42]=[CH:43][C:36]([F:35])=[CH:37][CH:38]=2)=[O:22])[N:19]=1)=[O:7])([CH3:2])([CH3:3])[CH3:4]. The catalyst class is: 5. (10) Reactant: [CH2:1](OC(=O)C)C.Cl.C[N:9]([CH2:17][CH2:18][N:19]([CH2:41][C:42]1[CH:47]=[CH:46][N:45]=[CH:44][CH:43]=1)[CH2:20][CH2:21][CH2:22][O:23][C:24]1[CH:40]=[CH:39][C:27]2[N:28]([CH3:38])[C:29](=[O:37])[C:30]([CH3:36])([CH3:35])[C:31](=[O:34])[N:32]([CH3:33])[C:26]=2[CH:25]=1)C(=O)OC(C)(C)C. Product: [CH3:38][N:28]1[C:29](=[O:37])[C:30]([CH3:35])([CH3:36])[C:31](=[O:34])[N:32]([CH3:33])[C:26]2[CH:25]=[C:24]([O:23][CH2:22][CH2:21][CH2:20][N:19]([CH2:18][CH:17]([NH2:9])[CH3:1])[CH2:41][C:42]3[CH:43]=[CH:44][N:45]=[CH:46][CH:47]=3)[CH:40]=[CH:39][C:27]1=2. The catalyst class is: 13.